This data is from Forward reaction prediction with 1.9M reactions from USPTO patents (1976-2016). The task is: Predict the product of the given reaction. (1) Given the reactants [Cl:1][C:2]1[N:3]=[C:4](Cl)[C:5]2[CH2:11][O:10][CH2:9][CH:8]([C:12]3[CH:19]=[CH:18][C:15]([C:16]#[N:17])=[CH:14][CH:13]=3)[C:6]=2[N:7]=1.[CH2:21]([NH2:23])[CH3:22], predict the reaction product. The product is: [Cl:1][C:2]1[N:3]=[C:4]([NH:23][CH2:21][CH3:22])[C:5]2[CH2:11][O:10][CH2:9][CH:8]([C:12]3[CH:19]=[CH:18][C:15]([C:16]#[N:17])=[CH:14][CH:13]=3)[C:6]=2[N:7]=1. (2) Given the reactants [C:1]1([S:7]([N:10]2[C:18]3[CH:17]=[CH:16][CH:15]=[C:14]([C:19](OC)=[O:20])[C:13]=3[CH:12]=[N:11]2)(=[O:9])=[O:8])[CH:6]=[CH:5][CH:4]=[CH:3][CH:2]=1.C1COCC1.[BH4-].[Li+], predict the reaction product. The product is: [C:1]1([S:7]([N:10]2[C:18]3[C:13](=[C:14]([CH2:19][OH:20])[CH:15]=[CH:16][CH:17]=3)[CH:12]=[N:11]2)(=[O:8])=[O:9])[CH:2]=[CH:3][CH:4]=[CH:5][CH:6]=1. (3) Given the reactants [CH3:1][N:2]([C:4]1[CH:9]=[CH:8][C:7]([Si:10]([C:17]2[CH:22]=[CH:21][C:20]([N:23]([CH3:25])[CH3:24])=[CH:19][CH:18]=2)([CH2:13][CH2:14][CH2:15]Br)[O:11][CH3:12])=[CH:6][CH:5]=1)[CH3:3].C(=O)([O-])[O-].[K+].[K+].[NH:32]1[CH2:37][CH2:36][CH2:35][CH2:34][CH2:33]1, predict the reaction product. The product is: [CH3:1][N:2]([C:4]1[CH:9]=[CH:8][C:7]([Si:10]([C:17]2[CH:22]=[CH:21][C:20]([N:23]([CH3:25])[CH3:24])=[CH:19][CH:18]=2)([CH2:13][CH2:14][CH2:15][N:32]2[CH2:37][CH2:36][CH2:35][CH2:34][CH2:33]2)[O:11][CH3:12])=[CH:6][CH:5]=1)[CH3:3]. (4) Given the reactants [C:1]([O:9][CH2:10][C@H:11]1[CH2:15][CH2:14][CH:13]([C:16]#N)[NH:12]1)(=[O:8])[C:2]1[CH:7]=[CH:6][CH:5]=[CH:4][CH:3]=1.[ClH:18].[O:19]1CCO[CH2:21][CH2:20]1.C([OH:27])C, predict the reaction product. The product is: [ClH:18].[C:1]([O:9][CH2:10][C@@H:11]1[NH:12][CH:13]([C:16]([O:19][CH2:20][CH3:21])=[O:27])[CH2:14][CH2:15]1)(=[O:8])[C:2]1[CH:7]=[CH:6][CH:5]=[CH:4][CH:3]=1. (5) Given the reactants [C:1]1([C:7]2[CH:8]=[C:9]([C:16]([NH2:18])=O)[S:10][C:11]=2[C:12]([F:15])([F:14])[F:13])[CH:6]=[CH:5][CH:4]=[CH:3][CH:2]=1.CC[N+](S(N=C(OC)[O-])(=O)=O)(CC)CC.C(Cl)Cl.O, predict the reaction product. The product is: [C:1]1([C:7]2[CH:8]=[C:9]([C:16]#[N:18])[S:10][C:11]=2[C:12]([F:13])([F:14])[F:15])[CH:2]=[CH:3][CH:4]=[CH:5][CH:6]=1.